This data is from Forward reaction prediction with 1.9M reactions from USPTO patents (1976-2016). The task is: Predict the product of the given reaction. (1) Given the reactants [Cl:1][C:2]1[CH:21]=[C:20]([C:22]([F:25])([F:24])[F:23])[CH:19]=[CH:18][C:3]=1[CH2:4][N:5]1[C:9]([C:10]([O:12]C)=[O:11])=[CH:8][C:7]([O:14][CH2:15][O:16][CH3:17])=[N:6]1.[OH-].[Na+].O1CCCC1, predict the reaction product. The product is: [Cl:1][C:2]1[CH:21]=[C:20]([C:22]([F:25])([F:23])[F:24])[CH:19]=[CH:18][C:3]=1[CH2:4][N:5]1[C:9]([C:10]([OH:12])=[O:11])=[CH:8][C:7]([O:14][CH2:15][O:16][CH3:17])=[N:6]1. (2) Given the reactants F[C:2]1[CH:10]=[CH:9][C:8]([S:11]([CH3:14])(=[O:13])=[O:12])=[CH:7][C:3]=1[C:4]([OH:6])=[O:5].C(=O)([O-])[O-].[Cs+].[Cs+].[CH2:21]([SH:23])[CH3:22].Cl, predict the reaction product. The product is: [CH2:21]([S:23][C:2]1[CH:10]=[CH:9][C:8]([S:11]([CH3:14])(=[O:13])=[O:12])=[CH:7][C:3]=1[C:4]([OH:6])=[O:5])[CH3:22]. (3) Given the reactants CC(N=NC(C#N)(C)C)(C#N)C.C1C(=O)N(Br)C(=[O:16])C1.[F:21][C:22]1[CH:27]=[CH:26][C:25]([C:28]2[O:54][C:31]3=[N:32][CH:33]=[C:34]([C:36]4[CH:37]=[C:38]([CH:51]=[CH:52][CH:53]=4)[C:39]([NH:41][C:42]4([C:45]5[CH:50]=[CH:49][CH:48]=[CH:47][CH:46]=5)[CH2:44][CH2:43]4)=[O:40])[CH:35]=[C:30]3[C:29]=2[CH3:55])=[CH:24][CH:23]=1.C[N+]1([O-])CCOCC1, predict the reaction product. The product is: [F:21][C:22]1[CH:23]=[CH:24][C:25]([C:28]2[O:54][C:31]3=[N:32][CH:33]=[C:34]([C:36]4[CH:37]=[C:38]([CH:51]=[CH:52][CH:53]=4)[C:39]([NH:41][C:42]4([C:45]5[CH:50]=[CH:49][CH:48]=[CH:47][CH:46]=5)[CH2:43][CH2:44]4)=[O:40])[CH:35]=[C:30]3[C:29]=2[CH:55]=[O:16])=[CH:26][CH:27]=1. (4) The product is: [CH2:32]([S:34]([N:17]1[CH2:18][CH2:19][CH:15]([O:14][C:4]2[CH:3]=[C:2]([F:1])[CH:7]=[CH:6][C:5]=2[C:8]2[CH:13]=[CH:12][N:11]=[CH:10][CH:9]=2)[CH2:16]1)(=[O:36])=[O:35])[CH3:33]. Given the reactants [F:1][C:2]1[CH:7]=[CH:6][C:5]([C:8]2[CH:13]=[CH:12][N:11]=[CH:10][CH:9]=2)=[C:4]([O:14][CH:15]2[CH2:19][CH2:18][NH:17][CH2:16]2)[CH:3]=1.C(N(CC)CC)C.C1COCC1.[CH2:32]([S:34](Cl)(=[O:36])=[O:35])[CH3:33], predict the reaction product. (5) Given the reactants [CH3:1][CH:2]([C:4]1[N:8]=[C:7]([N:9]2[CH2:14][CH2:13][CH:12]([CH:15]=[O:16])[CH2:11][CH2:10]2)[O:6][N:5]=1)[CH3:3].C[Mg]Br.[CH3:20][S:21](Cl)(=[O:23])=[O:22].[CH3:25]CN(CC)CC, predict the reaction product. The product is: [CH3:20][S:21]([O:16][CH:15]([CH:12]1[CH2:13][CH2:14][N:9]([C:7]2[O:6][N:5]=[C:4]([CH:2]([CH3:1])[CH3:3])[N:8]=2)[CH2:10][CH2:11]1)[CH3:25])(=[O:23])=[O:22]. (6) The product is: [CH:8]([CH:7]=[CH:6][C:5]([OH:4])=[O:20])=[CH:9][C:10]1[CH:11]=[CH:12][CH:13]=[CH:14][CH:15]=1. Given the reactants S([O-])([O:4][CH2:5][CH2:6][CH2:7][CH2:8][CH2:9][CH2:10][CH2:11][CH2:12][CH2:13][CH2:14][CH2:15]C)(=O)=O.[Na+].S(OOS([O-])(=O)=O)([O-])(=O)=[O:20].[K+].[K+].C(N)(=O)C=C.C(OC)(=O)C(C)=C.C(OCCCC)(=O)C=C.C(O)(=O)C(C)=C.C(OCCOCCOCCOC(=O)C=C)(=O)C=C.[OH-].[Na+], predict the reaction product.